Predict the product of the given reaction. From a dataset of Forward reaction prediction with 1.9M reactions from USPTO patents (1976-2016). (1) Given the reactants [CH3:1][O:2][C:3]1[CH:4]=[C:5]([C:11]2[N:16]=[N:15][C:14]([NH2:17])=[CH:13][CH:12]=2)[CH:6]=[CH:7][C:8]=1[O:9][CH3:10].Cl[CH2:19][C:20](=O)[CH3:21].CCN(CC)CC, predict the reaction product. The product is: [CH3:1][O:2][C:3]1[CH:4]=[C:5]([C:11]2[CH:12]=[CH:13][C:14]3[N:15]([CH:19]=[C:20]([CH3:21])[N:17]=3)[N:16]=2)[CH:6]=[CH:7][C:8]=1[O:9][CH3:10]. (2) Given the reactants Br[C:2]1[CH:7]=[CH:6][CH:5]=[C:4]([S:8][CH3:9])[CH:3]=1.[Li]CCCC.[C:15]([O:19][C:20]([N:22]1[CH2:27][CH2:26][C:25](=[O:28])[CH2:24][CH2:23]1)=[O:21])([CH3:18])([CH3:17])[CH3:16], predict the reaction product. The product is: [C:15]([O:19][C:20]([N:22]1[CH2:27][CH2:26][C:25]([OH:28])([C:2]2[CH:7]=[CH:6][CH:5]=[C:4]([S:8][CH3:9])[CH:3]=2)[CH2:24][CH2:23]1)=[O:21])([CH3:18])([CH3:16])[CH3:17]. (3) Given the reactants [CH3:1][C:2]1[NH:7][C:6](=[O:8])[C:5]([CH:9]=O)=[CH:4][CH:3]=1.CCN(CC)CC.[CH3:18][C:19](OC(C)=O)=[O:20], predict the reaction product. The product is: [CH3:1][C:2]1[N:7]=[C:6]2[O:8][C:19](=[O:20])[CH:18]=[CH:9][C:5]2=[CH:4][CH:3]=1.